This data is from Full USPTO retrosynthesis dataset with 1.9M reactions from patents (1976-2016). The task is: Predict the reactants needed to synthesize the given product. (1) Given the product [NH2:9][CH2:8][C@@H:7]1[CH2:6][CH2:5][N:4]([C:17]([O:19][C:20]([CH3:22])([CH3:21])[CH3:23])=[O:18])[CH2:3][C@H:2]1[OH:1], predict the reactants needed to synthesize it. The reactants are: [OH:1][C@H:2]1[C@H:7]([CH2:8][NH:9]CC2C=CC=CC=2)[CH2:6][CH2:5][N:4]([C:17]([O:19][C:20]([CH3:23])([CH3:22])[CH3:21])=[O:18])[CH2:3]1. (2) Given the product [Cl:7][C:8]1[N:9]=[N:10][C:11]([Cl:15])=[CH:12][C:13]=1[NH:14][CH2:1][C:2]([CH3:5])=[CH2:3], predict the reactants needed to synthesize it. The reactants are: [CH3:1][C:2]([CH3:5])([O-])[CH3:3].[K+].[Cl:7][C:8]1[N:9]=[N:10][C:11]([Cl:15])=[CH:12][C:13]=1[NH2:14].BrCC(C)=C. (3) Given the product [N:19]1[CH:20]=[CH:21][CH:22]=[C:17]([C:15]2[CH:14]=[CH:13][N:12]=[C:11]([O:10][C:8]3[CH:9]=[C:4]([NH2:1])[C:5]([NH2:23])=[CH:6][CH:7]=3)[N:16]=2)[CH:18]=1, predict the reactants needed to synthesize it. The reactants are: [N+:1]([C:4]1[CH:9]=[C:8]([O:10][C:11]2[N:16]=[C:15]([C:17]3[CH:18]=[N:19][CH:20]=[CH:21][CH:22]=3)[CH:14]=[CH:13][N:12]=2)[CH:7]=[CH:6][C:5]=1[NH2:23])([O-])=O.